This data is from Forward reaction prediction with 1.9M reactions from USPTO patents (1976-2016). The task is: Predict the product of the given reaction. Given the reactants [CH3:1][O:2][C:3]1[CH:4]=[C:5]([CH3:11])[CH:6]=[C:7]([O:9][CH3:10])[CH:8]=1.[C:12]1([CH2:18][CH2:19][CH2:20][CH2:21]Br)[CH:17]=[CH:16][CH:15]=[CH:14][CH:13]=1, predict the reaction product. The product is: [CH3:10][O:9][C:7]1[CH:6]=[C:5]([CH3:11])[CH:4]=[C:3]([O:2][CH3:1])[C:8]=1[CH2:21][CH2:20][CH2:19][CH2:18][C:12]1[CH:17]=[CH:16][CH:15]=[CH:14][CH:13]=1.